This data is from Full USPTO retrosynthesis dataset with 1.9M reactions from patents (1976-2016). The task is: Predict the reactants needed to synthesize the given product. The reactants are: [I:1][C:2]1[CH:7]=[CH:6][C:5]([OH:8])=[CH:4][CH:3]=1.[Si:9](Cl)([C:12]([CH3:15])([CH3:14])[CH3:13])([CH3:11])[CH3:10].N1C=CN=C1. Given the product [C:12]([Si:9]([O:8][C:5]1[CH:6]=[CH:7][C:2]([I:1])=[CH:3][CH:4]=1)([CH3:11])[CH3:10])([CH3:15])([CH3:14])[CH3:13], predict the reactants needed to synthesize it.